Dataset: Forward reaction prediction with 1.9M reactions from USPTO patents (1976-2016). Task: Predict the product of the given reaction. (1) Given the reactants C([CH:4]1[C:9]2[N:10]=[C:11](Cl)[N:12]=[C:13]([N:14]3[CH2:19][CH2:18][O:17][CH2:16][C@@H:15]3[CH3:20])[C:8]=2[CH2:7][CH2:6][N:5]1[C:22]([O:24][C:25]([CH3:28])([CH3:27])[CH3:26])=[O:23])C=C.[NH:29]1[C:37]2[C:32](=[CH:33][C:34](B(O)O)=[CH:35][CH:36]=2)[CH:31]=[CH:30]1, predict the reaction product. The product is: [NH:29]1[C:37]2[C:32](=[CH:33][C:34]([C:11]3[N:12]=[C:13]([N:14]4[CH2:19][CH2:18][O:17][CH2:16][C@@H:15]4[CH3:20])[C:8]4[CH2:7][CH2:6][N:5]([C:22]([O:24][C:25]([CH3:27])([CH3:26])[CH3:28])=[O:23])[CH2:4][C:9]=4[N:10]=3)=[CH:35][CH:36]=2)[CH:31]=[CH:30]1. (2) The product is: [Cl:1][C:2]1[C:3]([C:16]2[C:24]3[C:19](=[CH:20][CH:21]=[CH:22][CH:23]=3)[N:18]([S:25]([C:28]3[CH:33]=[CH:32][CH:31]=[CH:30][CH:29]=3)(=[O:27])=[O:26])[CH:17]=2)=[N:4][C:5]([NH:8][C@@H:9]2[CH2:14][CH2:13][CH2:12][C@H:11]([NH:15][CH2:55][C:54]3[CH:57]=[CH:58][C:51]([N+:48]([O-:50])=[O:49])=[CH:52][CH:53]=3)[CH2:10]2)=[N:6][CH:7]=1. Given the reactants [Cl:1][C:2]1[C:3]([C:16]2[C:24]3[C:19](=[CH:20][CH:21]=[CH:22][CH:23]=3)[N:18]([S:25]([C:28]3[CH:33]=[CH:32][CH:31]=[CH:30][CH:29]=3)(=[O:27])=[O:26])[CH:17]=2)=[N:4][C:5]([NH:8][C@@H:9]2[CH2:14][CH2:13][CH2:12][C@H:11]([NH2:15])[CH2:10]2)=[N:6][CH:7]=1.Cl.CCN(C(C)C)C(C)C.CC(O)=O.[N+:48]([C:51]1[CH:58]=[CH:57][C:54]([CH:55]=O)=[CH:53][CH:52]=1)([O-:50])=[O:49].[BH-](OC(C)=O)(OC(C)=O)OC(C)=O.[Na+].C([O-])(O)=O.[Na+], predict the reaction product.